Dataset: Forward reaction prediction with 1.9M reactions from USPTO patents (1976-2016). Task: Predict the product of the given reaction. (1) Given the reactants [Cl:1][CH2:2][CH2:3]Cl.[CH2:5]([C:9]1[CH:14]=[CH:13]C(CO)=[CH:11][C:10]=1[O:17][C:18]([F:21])([F:20])[F:19])[CH:6]([CH3:8])[CH3:7].S(Cl)(Cl)=O, predict the reaction product. The product is: [Cl:1][CH2:2][C:3]1[CH:13]=[CH:14][C:9]([CH2:5][CH:6]([CH3:8])[CH3:7])=[C:10]([O:17][C:18]([F:19])([F:20])[F:21])[CH:11]=1. (2) Given the reactants Cl.[Cl:2][C:3]1[CH:4]=[C:5]([CH:15]([NH2:17])[CH3:16])[CH:6]=[N:7][C:8]=1[O:9][CH2:10][C:11]([F:14])([F:13])[F:12].[NH2:18][C:19]1[O:20][C:21]([C:25](O)=[O:26])=[C:22]([CH3:24])[N:23]=1, predict the reaction product. The product is: [NH2:18][C:19]1[O:20][C:21]([C:25]([NH:17][CH:15]([C:5]2[CH:6]=[N:7][C:8]([O:9][CH2:10][C:11]([F:12])([F:13])[F:14])=[C:3]([Cl:2])[CH:4]=2)[CH3:16])=[O:26])=[C:22]([CH3:24])[N:23]=1. (3) Given the reactants [F:1][C:2]([F:7])([F:6])[C:3]([OH:5])=[O:4].FC(F)(F)C(O)=O.[Cl:15][C:16]1[CH:17]=[N:18][C:19]2[NH:20][C:21]3[CH:22]=[CH:23][CH:24]=[C:25]([CH:46]=3)[CH2:26][CH2:27][C:28]3[CH:36]=[C:32]([NH:33][C:34]=1[N:35]=2)[CH:31]=[CH:30][C:29]=3[NH:37][C:38]([CH:40]1[CH2:45][CH2:44][NH:43][CH2:42][CH2:41]1)=[O:39].[N:47]([C:50]1[CH:57]=[CH:56][C:53]([C:54]#[N:55])=[CH:52][CH:51]=1)=[C:48]=[O:49], predict the reaction product. The product is: [F:1][C:2]([F:7])([F:6])[C:3]([OH:5])=[O:4].[Cl:15][C:16]1[CH:17]=[N:18][C:19]2[NH:20][C:21]3[CH:22]=[CH:23][CH:24]=[C:25]([CH:46]=3)[CH2:26][CH2:27][C:28]3[CH:36]=[C:32]([NH:33][C:34]=1[N:35]=2)[CH:31]=[CH:30][C:29]=3[NH:37][C:38]([CH:40]1[CH2:45][CH2:44][N:43]([C:48]([NH:47][C:50]2[CH:57]=[CH:56][C:53]([C:54]#[N:55])=[CH:52][CH:51]=2)=[O:49])[CH2:42][CH2:41]1)=[O:39]. (4) Given the reactants [SH:1][C:2]1[CH:11]=[CH:10][C:5]([C:6]([O:8][CH3:9])=[O:7])=[CH:4][CH:3]=1.[Br:12][CH2:13][CH2:14][CH2:15][CH2:16][CH2:17]Br.C(=O)([O-])[O-].[K+].[K+].O, predict the reaction product. The product is: [Br:12][CH2:13][CH2:14][CH2:15][CH2:16][CH2:17][S:1][C:2]1[CH:3]=[CH:4][C:5]([C:6]([O:8][CH3:9])=[O:7])=[CH:10][CH:11]=1. (5) Given the reactants [F:1][C:2]1[CH:10]=[CH:9][C:8]2[N:7]([C:11]3[CH:12]=[N:13][CH:14]=[CH:15][CH:16]=3)[C:6]3[CH:17]=[N:18][N:19](C4CCCCO4)[C:5]=3[C:4]=2[CH:3]=1.Cl, predict the reaction product. The product is: [F:1][C:2]1[CH:10]=[CH:9][C:8]2[N:7]([C:11]3[CH:12]=[N:13][CH:14]=[CH:15][CH:16]=3)[C:6]3[CH:17]=[N:18][NH:19][C:5]=3[C:4]=2[CH:3]=1.